From a dataset of Merck oncology drug combination screen with 23,052 pairs across 39 cell lines. Regression. Given two drug SMILES strings and cell line genomic features, predict the synergy score measuring deviation from expected non-interaction effect. (1) Drug 1: CN(Cc1cnc2nc(N)nc(N)c2n1)c1ccc(C(=O)NC(CCC(=O)O)C(=O)O)cc1. Drug 2: CS(=O)(=O)CCNCc1ccc(-c2ccc3ncnc(Nc4ccc(OCc5cccc(F)c5)c(Cl)c4)c3c2)o1. Cell line: ZR751. Synergy scores: synergy=-21.4. (2) Drug 1: CC(=O)OC1C(=O)C2(C)C(O)CC3OCC3(OC(C)=O)C2C(OC(=O)c2ccccc2)C2(O)CC(OC(=O)C(O)C(NC(=O)c3ccccc3)c3ccccc3)C(C)=C1C2(C)C. Drug 2: CCN(CC)CCNC(=O)c1c(C)[nH]c(C=C2C(=O)Nc3ccc(F)cc32)c1C. Cell line: MDAMB436. Synergy scores: synergy=0.0360. (3) Drug 1: CN(C)C(=N)N=C(N)N. Drug 2: CC(C)CC(NC(=O)C(Cc1ccccc1)NC(=O)c1cnccn1)B(O)O. Cell line: UWB1289BRCA1. Synergy scores: synergy=-5.04. (4) Drug 1: COC1CC2CCC(C)C(O)(O2)C(=O)C(=O)N2CCCCC2C(=O)OC(C(C)CC2CCC(OP(C)(C)=O)C(OC)C2)CC(=O)C(C)C=C(C)C(O)C(OC)C(=O)C(C)CC(C)C=CC=CC=C1C. Drug 2: Cn1c(=O)n(-c2ccc(C(C)(C)C#N)cc2)c2c3cc(-c4cnc5ccccc5c4)ccc3ncc21. Cell line: UACC62. Synergy scores: synergy=102.